Task: Predict the reactants needed to synthesize the given product.. Dataset: Full USPTO retrosynthesis dataset with 1.9M reactions from patents (1976-2016) (1) Given the product [F:1][C:2]1[C:7]([O:8][CH3:9])=[CH:6][C:5]([O:10][CH3:11])=[C:4]([F:12])[C:3]=1[CH2:13][CH2:14][C:15]1[CH:16]=[N:17][C:18]([NH:21][C:22]2[CH:27]=[CH:26][C:25]([N:28]3[CH2:29][CH2:30][N:31]([CH:34]4[CH2:39][CH2:38][N:37]([CH3:40])[CH2:36][CH2:35]4)[CH2:32][CH2:33]3)=[C:24]([O:41][CH3:42])[CH:23]=2)=[N:19][CH:20]=1, predict the reactants needed to synthesize it. The reactants are: [F:1][C:2]1[C:7]([O:8][CH3:9])=[CH:6][C:5]([O:10][CH3:11])=[C:4]([F:12])[C:3]=1[C:13]#[C:14][C:15]1[CH:16]=[N:17][C:18]([NH:21][C:22]2[CH:27]=[CH:26][C:25]([N:28]3[CH2:33][CH2:32][N:31]([CH:34]4[CH2:39][CH2:38][N:37]([CH3:40])[CH2:36][CH2:35]4)[CH2:30][CH2:29]3)=[C:24]([O:41][CH3:42])[CH:23]=2)=[N:19][CH:20]=1.COCCOC.C([O-])(=O)C.[Na+].C(=O)([O-])O.[Na+]. (2) Given the product [CH2:2]([N:9]1[CH2:10][CH:11]2[CH2:12][N:13]([C:27]3[CH:32]=[CH:31][C:30]4=[N:33][N:34]=[C:35]([C:36]([F:39])([F:37])[F:38])[N:29]4[N:28]=3)[CH2:14][CH:15]2[CH2:16]1)[C:3]1[CH:8]=[CH:7][CH:6]=[CH:5][CH:4]=1, predict the reactants needed to synthesize it. The reactants are: Cl.[CH2:2]([N:9]1[CH2:16][CH:15]2[CH:11]([CH2:12][NH:13][CH2:14]2)[CH2:10]1)[C:3]1[CH:8]=[CH:7][CH:6]=[CH:5][CH:4]=1.C(N(C(C)C)CC)(C)C.Cl[C:27]1[CH:32]=[CH:31][C:30]2=[N:33][N:34]=[C:35]([C:36]([F:39])([F:38])[F:37])[N:29]2[N:28]=1. (3) Given the product [CH2:31]([O:30][C:26](=[O:29])[CH:27]=[CH:28][C:6]1[CH:7]=[CH:8][C:3]([CH:1]=[O:2])=[CH:4][C:5]=1[O:17][CH3:18])[CH3:32], predict the reactants needed to synthesize it. The reactants are: [CH:1]([C:3]1[CH:8]=[CH:7][C:6](OS(C(F)(F)F)(=O)=O)=[C:5]([O:17][CH3:18])[CH:4]=1)=[O:2].C(N(CC)CC)C.[C:26]([O:30][CH2:31][CH3:32])(=[O:29])[CH:27]=[CH2:28].C1(P(C2C=CC=CC=2)CCCP(C2C=CC=CC=2)C2C=CC=CC=2)C=CC=CC=1. (4) Given the product [F:1][C:2]1[CH:16]=[CH:15][C:5]2[N:6]=[N:7][N:8]([CH2:11][C:12]([NH:27][C@H:25]([C:22]3[CH:23]=[CH:24][C:19]([O:18][CH3:17])=[CH:20][CH:21]=3)[CH3:26])=[O:14])[C:9](=[O:10])[C:4]=2[CH:3]=1, predict the reactants needed to synthesize it. The reactants are: [F:1][C:2]1[CH:16]=[CH:15][C:5]2[N:6]=[N:7][N:8]([CH2:11][C:12]([OH:14])=O)[C:9](=[O:10])[C:4]=2[CH:3]=1.[CH3:17][O:18][C:19]1[CH:24]=[CH:23][C:22]([C@@H:25]([NH2:27])[CH3:26])=[CH:21][CH:20]=1. (5) Given the product [O:1]1[CH2:6][CH2:5][CH2:4][CH2:3][CH:2]1[O:7][CH2:8][CH2:9][C:10]1[NH:11][C:12]2[C:17]([CH:18]=1)=[CH:16][C:15]([CH:19]=[O:20])=[CH:14][CH:13]=2, predict the reactants needed to synthesize it. The reactants are: [O:1]1[CH2:6][CH2:5][CH2:4][CH2:3][CH:2]1[O:7][CH2:8][CH2:9][C:10]1[NH:11][C:12]2[C:17]([CH:18]=1)=[CH:16][C:15]([CH2:19][OH:20])=[CH:14][CH:13]=2.O. (6) Given the product [N:31]1[C:32]2[C:27](=[CH:26][C:25]([CH2:24][N:21]3[C:19]4[C:18](=[N:17][CH:16]=[C:15]([C:13]5[CH:12]=[N:11][N:10]([CH2:9][CH2:8][OH:7])[CH:14]=5)[N:20]=4)[N:23]=[N:22]3)=[CH:34][CH:33]=2)[CH:28]=[CH:29][CH:30]=1, predict the reactants needed to synthesize it. The reactants are: O1CCCCC1[O:7][CH2:8][CH2:9][N:10]1[CH:14]=[C:13]([C:15]2[N:20]=[C:19]3[N:21]([CH2:24][C:25]4[CH:26]=[C:27]5[C:32](=[CH:33][CH:34]=4)[N:31]=[CH:30][CH:29]=[CH:28]5)[N:22]=[N:23][C:18]3=[N:17][CH:16]=2)[CH:12]=[N:11]1.O1CCOCC1.Cl.